From a dataset of Full USPTO retrosynthesis dataset with 1.9M reactions from patents (1976-2016). Predict the reactants needed to synthesize the given product. (1) The reactants are: [OH:1]OS([O-])=O.[K+].[OH2:7].[CH3:8][C:9]1[CH:14]=[CH:13][C:12]([S:15][C:16]2[C:30]([O:31][C:32]3[CH:33]=[N:34][CH:35]=[CH:36][CH:37]=3)=[CH:29][C:19]3[NH:20][C:21]([C:23]4[CH:28]=[CH:27][CH:26]=[CH:25][N:24]=4)=[N:22][C:18]=3[CH:17]=2)=[CH:11][N:10]=1. Given the product [CH3:14][C:13]1[CH:8]=[CH:9][N:10]=[CH:11][C:12]=1[S:15]([C:16]1[C:30]([O:31][C:32]2[CH:33]=[N:34][CH:35]=[CH:36][CH:37]=2)=[CH:29][C:19]2[NH:20][C:21]([C:23]3[CH:28]=[CH:27][CH:26]=[CH:25][N:24]=3)=[N:22][C:18]=2[CH:17]=1)(=[O:1])=[O:7], predict the reactants needed to synthesize it. (2) Given the product [NH2:40][C:38]1[CH:37]=[C:32]([CH:31]=[C:30]([O:29][C:25]2[CH:24]=[CH:23][C:22]3[CH2:21][CH2:20][C@H:19]([N:8]([C:6]([O:5][C:1]([CH3:4])([CH3:3])[CH3:2])=[O:7])[CH2:9][C@@H:10]([C:12]4[CH:17]=[CH:16][CH:15]=[C:14]([Cl:18])[CH:13]=4)[OH:11])[CH2:28][C:27]=3[CH:26]=2)[CH:39]=1)[C:33]([O:35][CH3:36])=[O:34], predict the reactants needed to synthesize it. The reactants are: [C:1]([O:5][C:6]([N:8]([C@@H:19]1[CH2:28][C:27]2[CH:26]=[C:25]([O:29][C:30]3[CH:31]=[C:32]([CH:37]=[C:38]([N+:40]([O-])=O)[CH:39]=3)[C:33]([O:35][CH3:36])=[O:34])[CH:24]=[CH:23][C:22]=2[CH2:21][CH2:20]1)[CH2:9][C@@H:10]([C:12]1[CH:17]=[CH:16][CH:15]=[C:14]([Cl:18])[CH:13]=1)[OH:11])=[O:7])([CH3:4])([CH3:3])[CH3:2].C(O)C.[Cl-].[NH4+].